Dataset: Merck oncology drug combination screen with 23,052 pairs across 39 cell lines. Task: Regression. Given two drug SMILES strings and cell line genomic features, predict the synergy score measuring deviation from expected non-interaction effect. (1) Drug 1: O=C(NOCC(O)CO)c1ccc(F)c(F)c1Nc1ccc(I)cc1F. Drug 2: CCc1c2c(nc3ccc(O)cc13)-c1cc3c(c(=O)n1C2)COC(=O)C3(O)CC. Cell line: A427. Synergy scores: synergy=-0.680. (2) Drug 1: O=C(O)C1(Cc2cccc(Nc3nccs3)n2)CCC(Oc2cccc(Cl)c2F)CC1. Drug 2: CCc1cnn2c(NCc3ccc[n+]([O-])c3)cc(N3CCCCC3CCO)nc12. Cell line: CAOV3. Synergy scores: synergy=-11.5. (3) Drug 1: CCN(CC)CCNC(=O)c1c(C)[nH]c(C=C2C(=O)Nc3ccc(F)cc32)c1C. Drug 2: CNC(=O)c1cc(Oc2ccc(NC(=O)Nc3ccc(Cl)c(C(F)(F)F)c3)cc2)ccn1. Cell line: NCIH520. Synergy scores: synergy=-1.81. (4) Drug 1: CC(=O)OC1C(=O)C2(C)C(O)CC3OCC3(OC(C)=O)C2C(OC(=O)c2ccccc2)C2(O)CC(OC(=O)C(O)C(NC(=O)c3ccccc3)c3ccccc3)C(C)=C1C2(C)C. Drug 2: O=C(NOCC(O)CO)c1ccc(F)c(F)c1Nc1ccc(I)cc1F. Cell line: T47D. Synergy scores: synergy=-2.66. (5) Drug 1: CN1C(=O)C=CC2(C)C3CCC4(C)C(NC(=O)OCC(F)(F)F)CCC4C3CCC12. Drug 2: O=C(O)C1(Cc2cccc(Nc3nccs3)n2)CCC(Oc2cccc(Cl)c2F)CC1. Cell line: UWB1289BRCA1. Synergy scores: synergy=7.14.